From a dataset of Forward reaction prediction with 1.9M reactions from USPTO patents (1976-2016). Predict the product of the given reaction. (1) Given the reactants Cl[CH2:2][C:3]1[CH:22]=[CH:21][C:6]([CH2:7][O:8][C:9]2[CH:14]=[CH:13][C:12]([CH2:15][CH2:16][C:17]([O:19]C)=[O:18])=[CH:11][CH:10]=2)=[CH:5][CH:4]=1.[Cl:23][C:24]1[CH:29]=[CH:28][C:27]([C:30]2[N:31]=[C:32]([NH:36][CH2:37][CH3:38])[O:33][C:34]=2[CH3:35])=[CH:26][CH:25]=1.C(=O)([O-])[O-].[K+].[K+].[OH-].[Na+].Cl, predict the reaction product. The product is: [Cl:23][C:24]1[CH:25]=[CH:26][C:27]([C:30]2[N:31]=[C:32]([N:36]([CH2:2][C:3]3[CH:22]=[CH:21][C:6]([CH2:7][O:8][C:9]4[CH:14]=[CH:13][C:12]([CH2:15][CH2:16][C:17]([OH:19])=[O:18])=[CH:11][CH:10]=4)=[CH:5][CH:4]=3)[CH2:37][CH3:38])[O:33][C:34]=2[CH3:35])=[CH:28][CH:29]=1. (2) The product is: [CH2:13]([O:12][CH2:11][O:10][CH2:9][C@@H:8]([NH:15][C:16]([C:18]1[CH:19]=[CH:20][C:21]([C:24]#[N:25])=[CH:22][CH:23]=1)=[O:17])[CH2:7][C@H:6]([CH2:26][O:27][CH3:28])[C:5]([OH:29])=[O:4])[CH3:14]. Given the reactants C([O:4][C:5](=[O:29])[C@@H:6]([CH2:26][O:27][CH3:28])[CH2:7][C@H:8]([NH:15][C:16]([C:18]1[CH:23]=[CH:22][C:21]([C:24]#[N:25])=[CH:20][CH:19]=1)=[O:17])[CH2:9][O:10][CH2:11][O:12][CH2:13][CH3:14])C=C.N1CCOCC1, predict the reaction product. (3) Given the reactants [CH3:1][C:2]([CH3:21])([CH3:20])[C:3]([C:5]1[N:9]([CH2:10][C:11]([OH:13])=O)[C:8]2[CH:14]=[CH:15][C:16]([O:18][CH3:19])=[CH:17][C:7]=2[N:6]=1)=[O:4].O.ON1C2C=CC=CC=2N=N1.Cl.CN(C)CCCN=C=NCC.[CH2:45]([NH:50][CH2:51][CH2:52][CH:53]([CH3:55])[CH3:54])[CH2:46][CH:47]([CH3:49])[CH3:48].C(N(C(C)C)CC)(C)C, predict the reaction product. The product is: [CH3:20][C:2]([CH3:1])([CH3:21])[C:3]([C:5]1[N:9]([CH2:10][C:11]([N:50]([CH2:51][CH2:52][CH:53]([CH3:55])[CH3:54])[CH2:45][CH2:46][CH:47]([CH3:48])[CH3:49])=[O:13])[C:8]2[CH:14]=[CH:15][C:16]([O:18][CH3:19])=[CH:17][C:7]=2[N:6]=1)=[O:4]. (4) Given the reactants [CH3:1][O:2][C:3]1[CH:4]=[C:5]2[C:10](=[CH:11][C:12]=1[O:13][CH3:14])[N:9]=[CH:8][CH:7]=[C:6]2[O:15][C:16]1[CH:21]=[CH:20][C:19]([NH:22][C:23](=O)[CH2:24][O:25][C:26]2[CH:31]=[CH:30][CH:29]=[C:28]([Cl:32])[CH:27]=2)=[CH:18][CH:17]=1.Cl.[OH-].[Na+], predict the reaction product. The product is: [Cl:32][C:28]1[CH:27]=[C:26]([CH:31]=[CH:30][CH:29]=1)[O:25][CH2:24][CH2:23][NH:22][C:19]1[CH:20]=[CH:21][C:16]([O:15][C:6]2[C:5]3[C:10](=[CH:11][C:12]([O:13][CH3:14])=[C:3]([O:2][CH3:1])[CH:4]=3)[N:9]=[CH:8][CH:7]=2)=[CH:17][CH:18]=1. (5) Given the reactants [OH:1]/[N:2]=[CH:3]/[C:4]1[N:5]2[C:9]([C:10]([C:13]([O:15][CH3:16])=[O:14])=[CH:11][CH:12]=1)=[CH:8][CH:7]=[CH:6]2.[Cl:17][C:18]1[CH:23]=[C:22]([C:24]([C:26]([F:29])([F:28])[F:27])=[CH2:25])[CH:21]=[C:20]([Cl:30])[CH:19]=1, predict the reaction product. The product is: [Cl:17][C:18]1[CH:23]=[C:22]([C:24]2([C:26]([F:29])([F:27])[F:28])[O:1][N:2]=[C:3]([C:4]3[N:5]4[C:9]([C:10]([C:13]([O:15][CH3:16])=[O:14])=[CH:11][CH:12]=3)=[CH:8][CH:7]=[CH:6]4)[CH2:25]2)[CH:21]=[C:20]([Cl:30])[CH:19]=1. (6) Given the reactants [CH3:1][CH:2]([CH3:23])[C@@H:3]([NH:12]C(=O)OCC1C=CC=CC=1)[C:4](=[O:11])[NH:5][CH2:6][C:7]([F:10])([F:9])[F:8].[H][H], predict the reaction product. The product is: [NH2:12][C@H:3]([CH:2]([CH3:23])[CH3:1])[C:4]([NH:5][CH2:6][C:7]([F:8])([F:9])[F:10])=[O:11]. (7) Given the reactants C[C:2]1([CH3:12])[O:7][C@H:6]2[CH:8]=CC[O:11][C@H:5]2CO1.[C:13]([O-:16])([O-])=O.[K+].[K+].CS(N)(=O)=O.CC[C@@H]1[C@@H]2C[C@H]([C@@H](OC3C4C(=CC=CC=4)C(O[C@@H](C4C=CN=C5C=4C=C(OC)C=C5)[C@@H]4N5C[C@H](CC)[C@@H](CC5)C4)=NN=3)C3C=CN=C4C=3C=C([O:45]C)C=C4)N(CC2)C1.[O-]S([O-])=O.[Na+].[Na+].O.[C:89]([OH:93])([CH3:92])([CH3:91])C, predict the reaction product. The product is: [CH3:92][C:89]1([CH3:91])[O:93][C@H:8]2[C@H:13]([OH:16])[C@H:12]([OH:45])[CH2:2][O:7][C@H:6]2[CH2:5][O:11]1.